Dataset: Peptide-MHC class I binding affinity with 185,985 pairs from IEDB/IMGT. Task: Regression. Given a peptide amino acid sequence and an MHC pseudo amino acid sequence, predict their binding affinity value. This is MHC class I binding data. (1) The peptide sequence is SRSKPAAMY. The MHC is HLA-B08:02 with pseudo-sequence HLA-B08:02. The binding affinity (normalized) is 0.0847. (2) The MHC is HLA-A02:06 with pseudo-sequence HLA-A02:06. The peptide sequence is LQDIVNEHDI. The binding affinity (normalized) is 0.141. (3) The peptide sequence is ILGGVLHTK. The MHC is HLA-A03:01 with pseudo-sequence HLA-A03:01. The binding affinity (normalized) is 0.939. (4) The peptide sequence is YMLDMTFPV. The MHC is HLA-C14:02 with pseudo-sequence HLA-C14:02. The binding affinity (normalized) is 0.600. (5) The peptide sequence is PFTQCGYPAL. The MHC is Patr-A0901 with pseudo-sequence Patr-A0901. The binding affinity (normalized) is 0.169. (6) The peptide sequence is FPSNMMVVT. The MHC is HLA-A23:01 with pseudo-sequence HLA-A23:01. The binding affinity (normalized) is 0.0847. (7) The peptide sequence is PYCTIAPVGI. The MHC is HLA-A29:02 with pseudo-sequence HLA-A29:02. The binding affinity (normalized) is 0.377. (8) The peptide sequence is SYTQLLKRCRR. The MHC is H-2-Kd with pseudo-sequence H-2-Kd. The binding affinity (normalized) is 0. (9) The peptide sequence is QNPIPVGNI. The MHC is Mamu-A01 with pseudo-sequence Mamu-A01. The binding affinity (normalized) is 0.707.